This data is from Forward reaction prediction with 1.9M reactions from USPTO patents (1976-2016). The task is: Predict the product of the given reaction. (1) The product is: [NH:1]([C:108]([CH3:110])=[O:109])[C@H:2]([C:27]([NH:29][C@H:30]([C:35]([NH:37][C@H:38]([C:47]([NH:49][C@H:50]([C:55]([NH:57][C@H:58]([C:83]([NH:85][C@H:86]([C:91]([NH:93][C@H:94]([C:96]([NH:98][C@H:99]([C:104]([OH:106])=[O:105])[CH2:100][CH:101]([CH3:103])[CH3:102])=[O:97])[CH3:95])=[O:92])[CH2:87][CH:88]([CH3:90])[CH3:89])=[O:84])[CH2:59][CH2:60][CH2:61][NH:62][C:63](=[NH:82])[NH:64][S:65]([C:68]1[C:80]([CH3:81])=[C:79]2[C:73]([O:74][C:75]([CH2:78]2)([CH3:77])[CH3:76])=[C:71]([CH3:72])[C:69]=1[CH3:70])(=[O:67])=[O:66])=[O:56])[CH2:51][CH:52]([CH3:53])[CH3:54])=[O:48])[CH2:39][C:40](=[O:46])[O:41][C:42]([CH3:45])([CH3:44])[CH3:43])=[O:36])[CH2:31][CH:32]([CH3:33])[CH3:34])=[O:28])[CH2:3][CH2:4][CH2:5][NH:6][C:7](=[NH:26])[NH:8][S:9]([C:12]1[C:24]([CH3:25])=[C:23]2[C:17]([O:18][C:19]([CH2:22]2)([CH3:20])[CH3:21])=[C:15]([CH3:16])[C:13]=1[CH3:14])(=[O:10])=[O:11]. Given the reactants [NH:1]([C:108]([CH3:110])=[O:109])[C@H:2]([C:27]([NH:29][C@H:30]([C:35]([NH:37][C@H:38]([C:47]([NH:49][C@H:50]([C:55]([NH:57][C@H:58]([C:83]([NH:85][C@H:86]([C:91]([NH:93][C@H:94]([C:96]([NH:98][C@H:99]([C:104]([O:106]C)=[O:105])[CH2:100][CH:101]([CH3:103])[CH3:102])=[O:97])[CH3:95])=[O:92])[CH2:87][CH:88]([CH3:90])[CH3:89])=[O:84])[CH2:59][CH2:60][CH2:61][NH:62][C:63](=[NH:82])[NH:64][S:65]([C:68]1[C:80]([CH3:81])=[C:79]2[C:73]([O:74][C:75]([CH2:78]2)([CH3:77])[CH3:76])=[C:71]([CH3:72])[C:69]=1[CH3:70])(=[O:67])=[O:66])=[O:56])[CH2:51][CH:52]([CH3:54])[CH3:53])=[O:48])[CH2:39][C:40](=[O:46])[O:41][C:42]([CH3:45])([CH3:44])[CH3:43])=[O:36])[CH2:31][CH:32]([CH3:34])[CH3:33])=[O:28])[CH2:3][CH2:4][CH2:5][NH:6][C:7](=[NH:26])[NH:8][S:9]([C:12]1[C:24]([CH3:25])=[C:23]2[C:17]([O:18][C:19]([CH2:22]2)([CH3:21])[CH3:20])=[C:15]([CH3:16])[C:13]=1[CH3:14])(=[O:11])=[O:10].O.[OH-].[Na+].Cl, predict the reaction product. (2) Given the reactants [H-].[Na+].[N:3]1([CH2:8][CH2:9][CH2:10][O:11][C:12]2[CH:17]=[CH:16][C:15]([CH2:18][C:19]#[N:20])=[CH:14][CH:13]=2)[CH2:7][CH2:6][CH2:5][CH2:4]1.Br[CH2:22][CH2:23][O:24][CH2:25][CH2:26]Br, predict the reaction product. The product is: [N:3]1([CH2:8][CH2:9][CH2:10][O:11][C:12]2[CH:13]=[CH:14][C:15]([C:18]3([C:19]#[N:20])[CH2:26][CH2:25][O:24][CH2:23][CH2:22]3)=[CH:16][CH:17]=2)[CH2:4][CH2:5][CH2:6][CH2:7]1. (3) Given the reactants [CH:1]1([N:6]2[CH2:11][CH2:10][NH:9][CH2:8][CH2:7]2)[CH2:5][CH2:4][CH2:3][CH2:2]1.Cl[C:13]1[N:14]=[N:15][C:16]([C:19]2[CH:24]=[CH:23][C:22]([O:25][CH3:26])=[C:21]([O:27][CH3:28])[CH:20]=2)=[CH:17][CH:18]=1, predict the reaction product. The product is: [CH:1]1([N:6]2[CH2:7][CH2:8][N:9]([C:13]3[N:14]=[N:15][C:16]([C:19]4[CH:24]=[CH:23][C:22]([O:25][CH3:26])=[C:21]([O:27][CH3:28])[CH:20]=4)=[CH:17][CH:18]=3)[CH2:10][CH2:11]2)[CH2:2][CH2:3][CH2:4][CH2:5]1. (4) Given the reactants [CH3:1][S:2][CH2:3][CH2:4][N:5]1[C:9]2[CH:10]=[CH:11][CH:12]=[CH:13][C:8]=2[N:7]=[C:6]1[CH2:14][N:15]1[C:19]2[CH:20]=[CH:21][CH:22]=[CH:23][C:18]=2[N:17]=[N:16]1.[OH2:24].[OH2:25].O.O.O.O.C1(=O)OOOOC(=O)C2=CC=CC=C12.[Mg], predict the reaction product. The product is: [CH3:1][S:2]([CH2:3][CH2:4][N:5]1[C:9]2[CH:10]=[CH:11][CH:12]=[CH:13][C:8]=2[N:7]=[C:6]1[CH2:14][N:15]1[C:19]2[CH:20]=[CH:21][CH:22]=[CH:23][C:18]=2[N:17]=[N:16]1)(=[O:25])=[O:24]. (5) Given the reactants Br[C:2]1[CH:23]=[C:22]2[C:5]([CH2:6][C:7]3([C:15]42[N:19]=[C:18]([NH2:20])[C:17]([CH3:21])=[N:16]4)[CH2:12][CH2:11][C:10]([F:14])([F:13])[CH2:9][CH2:8]3)=[CH:4][CH:3]=1.O[C@H]1C[NH:28][C@H](C(O)=O)C1.C([O-])([O-])=O.[K+].[K+].N, predict the reaction product. The product is: [F:14][C:10]1([F:13])[CH2:9][CH2:8][C:7]2([C:15]3([N:19]=[C:18]([NH2:20])[C:17]([CH3:21])=[N:16]3)[C:22]3[C:5](=[CH:4][CH:3]=[C:2]([NH2:28])[CH:23]=3)[CH2:6]2)[CH2:12][CH2:11]1. (6) Given the reactants [N+]([C:4]1[CH:33]=[CH:32][CH:31]=[CH:30][C:5]=1[C:6]([NH:8][CH:9]([C:11]1[N:16]=[N:15][C:14]([NH:17][C:18]2[CH:23]=[C:22]([O:24][CH3:25])[C:21]([O:26][CH3:27])=[C:20]([O:28][CH3:29])[CH:19]=2)=[N:13][CH:12]=1)[CH3:10])=[O:7])([O-])=O.NC(C1N=NC(NC2C=C(OC)C(OC)=C(OC)C=2)=NC=1)C.[C:56]([O:59]C1C=CC=CC=1C(Cl)=O)(=[O:58])[CH3:57].C(N(CC)CC)C, predict the reaction product. The product is: [C:56]([O:59][C:4]1[CH:33]=[CH:32][CH:31]=[CH:30][C:5]=1[C:6]([NH:8][CH:9]([C:11]1[N:16]=[N:15][C:14]([NH:17][C:18]2[CH:19]=[C:20]([O:28][CH3:29])[C:21]([O:26][CH3:27])=[C:22]([O:24][CH3:25])[CH:23]=2)=[N:13][CH:12]=1)[CH3:10])=[O:7])(=[O:58])[CH3:57]. (7) Given the reactants [NH:1]1[CH:5]=[CH:4][N:3]=[CH:2]1.[C:6]([C:9]1[C:18]2[C:13](=[CH:14][CH:15]=[CH:16][CH:17]=2)[C:12]([C:19](Cl)=[O:20])=[CH:11][CH:10]=1)(=[O:8])[CH3:7].O, predict the reaction product. The product is: [N:1]1([C:19]([C:12]2[C:13]3[C:18](=[CH:17][CH:16]=[CH:15][CH:14]=3)[C:9]([C:6](=[O:8])[CH3:7])=[CH:10][CH:11]=2)=[O:20])[CH:5]=[CH:4][N:3]=[CH:2]1.